From a dataset of Catalyst prediction with 721,799 reactions and 888 catalyst types from USPTO. Predict which catalyst facilitates the given reaction. (1) The catalyst class is: 7. Reactant: [CH:1]1([S:4]([C:7]2[CH:12]=[CH:11][C:10]([CH:13]([N:21]3[CH:25]=[CH:24][CH:23]=[C:22]3C3C=C(O)C=NC=3)[CH2:14][CH:15]3[CH2:20][CH2:19][O:18][CH2:17][CH2:16]3)=[CH:9][CH:8]=2)(=[O:6])=[O:5])[CH2:3][CH2:2]1.[CH3:33][CH:34]([OH:36])[CH3:35].C(P(CCCC)CCCC)CCC.N(C([N:62]1[CH2:67][CH2:66][CH2:65][CH2:64][CH2:63]1)=O)=NC([N:62]1[CH2:67][CH2:66][CH2:65][CH2:64][CH2:63]1)=O. Product: [CH:1]1([S:4]([C:7]2[CH:12]=[CH:11][C:10]([CH:13]([N:21]3[CH:25]=[CH:24][CH:23]=[C:22]3[C:64]3([O:36][CH:34]([CH3:35])[CH3:33])[CH:63]=[N:62][CH:67]=[CH:66][CH2:65]3)[CH2:14][CH:15]3[CH2:16][CH2:17][O:18][CH2:19][CH2:20]3)=[CH:9][CH:8]=2)(=[O:5])=[O:6])[CH2:3][CH2:2]1. (2) Reactant: [CH2:1]([O:3][C:4]([C:6]1[C:7]([OH:21])=[C:8]2[C:14]([C:15]3[CH:20]=[CH:19][CH:18]=[CH:17][CH:16]=3)=[N:13][S:12][C:9]2=[CH:10][N:11]=1)=[O:5])[CH3:2].[Br:22]N1C(=O)CCC1=O. Product: [CH2:1]([O:3][C:4]([C:6]1[C:7]([OH:21])=[C:8]2[C:14]([C:15]3[CH:16]=[CH:17][CH:18]=[CH:19][CH:20]=3)=[N:13][S:12][C:9]2=[C:10]([Br:22])[N:11]=1)=[O:5])[CH3:2]. The catalyst class is: 340. (3) Reactant: [CH2:1]([OH:11])[CH2:2][CH2:3][CH2:4][CH2:5][CH2:6][CH2:7][CH2:8][CH:9]=[CH2:10].[C:12](O)(=[O:22])[CH2:13][CH2:14][CH2:15][CH2:16][CH2:17][CH2:18][CH2:19][CH:20]=[CH2:21]. Product: [C:1]([O:22][CH2:12][CH2:13][CH2:14][CH2:15][CH2:16][CH2:17][CH2:18][CH2:19][CH:20]=[CH2:21])(=[O:11])[CH2:2][CH2:3][CH2:4][CH2:5][CH2:6][CH2:7][CH2:8][CH:9]=[CH2:10]. The catalyst class is: 175. (4) Reactant: [F:1][C:2]([F:11])([F:10])[CH:3]1[CH2:8][CH2:7][C:6](=[O:9])[CH2:5][CH2:4]1.[Li+].C[Si]([N-][Si](C)(C)C)(C)C.C1C=CC(N([S:29]([C:32]([F:35])([F:34])[F:33])(=[O:31])=[O:30])[S:29]([C:32]([F:35])([F:34])[F:33])(=[O:31])=[O:30])=CC=1. Product: [F:33][C:32]([F:35])([F:34])[S:29]([O:9][C:6]1[CH2:7][CH2:8][CH:3]([C:2]([F:10])([F:11])[F:1])[CH2:4][CH:5]=1)(=[O:31])=[O:30]. The catalyst class is: 7.